The task is: Predict the reaction yield, written as a fraction of the theoretical maximum amount of product (1.0 means a 100% yield; for example, 0.34 means a 34% yield).. This data is from Reaction yield outcomes from USPTO patents with 853,638 reactions. (1) The reactants are [S-2].[Na+].[Na+].C[O:5][C:6]1[CH:23]=[C:22]2[C:9]([C@@:10]3([CH3:27])[C@H:19]([CH2:20][O:21]2)[C@:18]2([CH3:24])[C@H:13]([C:14]([CH3:26])([CH3:25])[CH2:15][CH2:16][CH2:17]2)[CH2:12][CH2:11]3)=[C:8]([CH3:28])[CH:7]=1. The catalyst is CN1C(=O)CCC1. The product is [CH3:27][C@@:10]12[CH2:11][CH2:12][C@@H:13]3[C@:18]([CH3:24])([CH2:17][CH2:16][CH2:15][C:14]3([CH3:25])[CH3:26])[C@H:19]1[CH2:20][O:21][C:22]1[C:9]2=[C:8]([CH3:28])[CH:7]=[C:6]([OH:5])[CH:23]=1. The yield is 0.290. (2) The reactants are [CH3:1][N:2]1[C:6]([N+:7]([O-:9])=[O:8])=[CH:5][N:4]=[C:3]1[CH2:10][CH2:11][OH:12].[CH3:13][S:14](Cl)(=[O:16])=[O:15].O. The catalyst is C(Cl)Cl. The product is [CH3:13][S:14]([O:12][CH2:11][CH2:10][C:3]1[N:2]([CH3:1])[C:6]([N+:7]([O-:9])=[O:8])=[CH:5][N:4]=1)(=[O:16])=[O:15]. The yield is 0.990.